This data is from Full USPTO retrosynthesis dataset with 1.9M reactions from patents (1976-2016). The task is: Predict the reactants needed to synthesize the given product. (1) Given the product [Br:1][C:2]1[C:3]([N:12]2[CH2:17][CH2:16][N:15]([CH2:18][C:19]3[N:20]([CH3:24])[CH:21]=[CH:22][N:23]=3)[CH2:14][CH2:13]2)=[C:4]2[N:9]=[C:28]([C:29]3[CH:34]=[CH:33][C:32]([O:35][CH3:36])=[CH:31][CH:30]=3)[NH:8][C:5]2=[N:6][CH:7]=1, predict the reactants needed to synthesize it. The reactants are: [Br:1][C:2]1[C:3]([N:12]2[CH2:17][CH2:16][N:15]([CH2:18][C:19]3[N:20]([CH3:24])[CH:21]=[CH:22][N:23]=3)[CH2:14][CH2:13]2)=[C:4]([N+:9]([O-])=O)[C:5]([NH2:8])=[N:6][CH:7]=1.CCO.[CH:28](=O)[C:29]1[CH:34]=[CH:33][C:32]([O:35][CH3:36])=[CH:31][CH:30]=1.[O-]S(S([O-])=O)=O.[Na+].[Na+]. (2) Given the product [CH2:18]([C:22]1[CH:23]=[CH:24][C:25]([C:28]2[CH:33]=[CH:32][C:31]3[C:9]4[CH2:8][C:7]5[C:11](=[CH:12][C:4]([N+:1]([O-:3])=[O:2])=[C:5]([C:14]([OH:16])=[O:15])[CH:6]=5)[C:10]=4[NH:34][C:30]=3[C:29]=2[F:36])=[CH:26][CH:27]=1)[CH2:19][CH2:20][CH3:21], predict the reactants needed to synthesize it. The reactants are: [N+:1]([C:4]1[CH:12]=[C:11]2[C:7]([CH2:8][CH2:9][C:10]2=O)=[CH:6][C:5]=1[C:14]([OH:16])=[O:15])([O-:3])=[O:2].Cl.[CH2:18]([C:22]1[CH:27]=[CH:26][C:25]([C:28]2[CH:33]=[CH:32][CH:31]=[C:30]([NH:34]N)[C:29]=2[F:36])=[CH:24][CH:23]=1)[CH2:19][CH2:20][CH3:21].